This data is from Catalyst prediction with 721,799 reactions and 888 catalyst types from USPTO. The task is: Predict which catalyst facilitates the given reaction. (1) Reactant: [CH2:1]([N:4]1[C:12]([C:13]2[S:14][CH:15]=[CH:16][CH:17]=2)=[N:11][C:10]2[C:9](=[O:18])[NH:8][CH:7]=[N:6][C:5]1=2)[CH:2]=[CH2:3].[CH2:19](I)[CH2:20][CH3:21].C([O-])([O-])=O.[Cs+].[Cs+]. Product: [CH2:1]([N:4]1[C:12]([C:13]2[S:14][CH:15]=[CH:16][CH:17]=2)=[N:11][C:10]2[C:9](=[O:18])[N:8]([CH2:19][CH2:20][CH3:21])[CH:7]=[N:6][C:5]1=2)[CH:2]=[CH2:3]. The catalyst class is: 18. (2) Reactant: C[Si](C)(C)[C:3]1[O:7][C:6]2[C:8](=[O:17])[C:9]3[C:14]([C:15](=[O:16])[C:5]=2[CH:4]=1)=[CH:13][CH:12]=[CH:11][CH:10]=3.[Br:20]Br. Product: [Br:20][C:3]1[O:7][C:6]2[C:8](=[O:17])[C:9]3[C:14]([C:15](=[O:16])[C:5]=2[CH:4]=1)=[CH:13][CH:12]=[CH:11][CH:10]=3. The catalyst class is: 10.